This data is from Forward reaction prediction with 1.9M reactions from USPTO patents (1976-2016). The task is: Predict the product of the given reaction. (1) Given the reactants C(OC(=O)C)C.[ClH:7].[F:8][C:9]1[CH:18]=[CH:17][C:16]([O:19][CH2:20][CH2:21][CH3:22])=[C:15]2[C:10]=1[C:11](=[O:47])[C:12]([C:39]1[CH:44]=[CH:43][C:42]([O:45][CH3:46])=[CH:41][CH:40]=1)=[CH:13][N:14]2[CH2:23][CH2:24][NH:25][C:26]([C@@H:28]([NH:31]C(=O)OC(C)(C)C)[CH2:29][OH:30])=[O:27], predict the reaction product. The product is: [ClH:7].[NH2:31][C@@H:28]([CH2:29][OH:30])[C:26]([NH:25][CH2:24][CH2:23][N:14]1[C:15]2[C:10](=[C:9]([F:8])[CH:18]=[CH:17][C:16]=2[O:19][CH2:20][CH2:21][CH3:22])[C:11](=[O:47])[C:12]([C:39]2[CH:40]=[CH:41][C:42]([O:45][CH3:46])=[CH:43][CH:44]=2)=[CH:13]1)=[O:27]. (2) Given the reactants [Br:1][C:2]1[CH:3]=[C:4]2[C:9](=[CH:10][CH:11]=1)[N:8]=[N:7][C:6]([N+:12]([O-])=O)=[C:5]2[NH:15][C:16]1[CH:21]=[CH:20][C:19]([C:22]([CH3:26])([CH3:25])[C:23]#[N:24])=[CH:18][CH:17]=1.O.O.Cl[Sn]Cl.C([O-])([O-])=O.[Na+].[Na+], predict the reaction product. The product is: [NH2:12][C:6]1[N:7]=[N:8][C:9]2[C:4]([C:5]=1[NH:15][C:16]1[CH:17]=[CH:18][C:19]([C:22]([CH3:25])([CH3:26])[C:23]#[N:24])=[CH:20][CH:21]=1)=[CH:3][C:2]([Br:1])=[CH:11][CH:10]=2. (3) The product is: [F:1][C:2]([CH3:27])([CH3:28])[CH2:3][N:4]1[CH2:5][CH2:6][CH:7]([CH2:10][O:11][C:12]2[CH:17]=[CH:16][C:15]([C:18]3[C:23]([C:68]([N:34]4[CH2:35][C@H:31]([OH:30])[CH2:32][C@H:33]4[C:36]([O:38][CH3:39])=[O:37])=[O:69])=[CH:22][CH:21]=[CH:20][CH:19]=3)=[CH:14][CH:13]=2)[CH2:8][CH2:9]1. Given the reactants [F:1][C:2]([CH3:28])([CH3:27])[CH2:3][N:4]1[CH2:9][CH2:8][CH:7]([CH2:10][O:11][C:12]2[CH:17]=[CH:16][C:15]([C:18]3[CH:23]=[CH:22][C:21](C(O)=O)=[CH:20][CH:19]=3)=[CH:14][CH:13]=2)[CH2:6][CH2:5]1.Cl.[OH:30][C@H:31]1[CH2:35][NH:34][C@H:33]([C:36]([O:38][CH3:39])=[O:37])[CH2:32]1.C(Cl)CCl.C1C=CC2N(O)N=NC=2C=1.CCN(C(C)C)C(C)C.[NH4+].[Cl-].CN([CH:68]=[O:69])C, predict the reaction product. (4) Given the reactants [C:1]1([C:7]2[CH:8]=[N:9][C:10](=[O:13])[NH:11][CH:12]=2)[CH:6]=[CH:5][CH:4]=[CH:3][CH:2]=1.C(N(CC)CC)C.Br[CH2:22][CH2:23][CH2:24][CH2:25][Cl:26].O, predict the reaction product. The product is: [Cl:26][CH2:25][CH2:24][CH2:23][CH2:22][N:9]1[CH:8]=[C:7]([C:1]2[CH:2]=[CH:3][CH:4]=[CH:5][CH:6]=2)[CH:12]=[N:11][C:10]1=[O:13]. (5) Given the reactants Cl[C:2]1[CH:6]=[CH:5][N:4]([C:7]2[CH:8]=[N:9][CH:10]=[CH:11][CH:12]=2)[N:3]=1.Cl.Cl.N(C1C=NC=CC=1)N.C(OC)(=[O:26])C=C.C[O-].[Na+].[O-]CC.[Na+], predict the reaction product. The product is: [N:9]1[CH:10]=[CH:11][CH:12]=[C:7]([N:4]2[CH2:5][CH2:6][C:2](=[O:26])[NH:3]2)[CH:8]=1. (6) Given the reactants [CH3:1][C:2]1[CH:7]=[C:6]([O:8][Si:9]([CH:16]([CH3:18])[CH3:17])([CH:13]([CH3:15])[CH3:14])[CH:10]([CH3:12])[CH3:11])[CH:5]=[C:4]([CH3:19])[C:3]=1[CH:20]([C:22]1[CH:23]=[C:24]2[C:28](=[CH:29][CH:30]=1)[N:27]([Si](C(C)C)(C(C)C)C(C)C)[CH:26]=[C:25]2[CH:41]([CH3:43])[CH3:42])O.CC(O)=O.C(O)(C(F)(F)F)=O, predict the reaction product. The product is: [CH3:19][C:4]1[CH:5]=[C:6]([O:8][Si:9]([CH:16]([CH3:18])[CH3:17])([CH:13]([CH3:15])[CH3:14])[CH:10]([CH3:11])[CH3:12])[CH:7]=[C:2]([CH3:1])[C:3]=1[CH2:20][C:22]1[CH:23]=[C:24]2[C:28](=[CH:29][CH:30]=1)[NH:27][CH:26]=[C:25]2[CH:41]([CH3:43])[CH3:42].